From a dataset of Catalyst prediction with 721,799 reactions and 888 catalyst types from USPTO. Predict which catalyst facilitates the given reaction. (1) Reactant: [Br:1]N1C(=O)CCC1=O.CC(N=NC(C#N)(C)C)(C#N)C.[F:21][C:22]1[CH:29]=[C:28]([CH3:30])[CH:27]=[CH:26][C:23]=1[C:24]#[N:25]. Product: [Br:1][CH2:30][C:28]1[CH:27]=[CH:26][C:23]([C:24]#[N:25])=[C:22]([F:21])[CH:29]=1. The catalyst class is: 53. (2) Reactant: [CH3:1][C:2]1[CH:7]=[CH:6][C:5]([CH3:8])=[CH:4][C:3]=1[C:9]1[C:10](=[O:22])[NH:11][CH:12]([CH2:15][CH:16]2[CH2:21][CH2:20][S:19][CH2:18][CH2:17]2)[C:13]=1[OH:14].C(=O)([O-])[O-].[K+].[K+].[CH2:29](Br)[C:30]1[CH:35]=[CH:34][CH:33]=[CH:32][CH:31]=1. Product: [CH2:29]([O:14][C:13]1[CH:12]([CH2:15][CH:16]2[CH2:17][CH2:18][S:19][CH2:20][CH2:21]2)[NH:11][C:10](=[O:22])[C:9]=1[C:3]1[CH:4]=[C:5]([CH3:8])[CH:6]=[CH:7][C:2]=1[CH3:1])[C:30]1[CH:35]=[CH:34][CH:33]=[CH:32][CH:31]=1. The catalyst class is: 21.